Dataset: Forward reaction prediction with 1.9M reactions from USPTO patents (1976-2016). Task: Predict the product of the given reaction. Given the reactants [CH3:1][NH:2][CH3:3].Cl.[CH3:5][NH:6]C.[C-]#N.[K+].[O:11]1[C:15]2([CH2:20][CH2:19][C:18](=O)[CH2:17][CH2:16]2)[O:14][CH2:13][CH2:12]1, predict the reaction product. The product is: [CH3:1][N:2]([CH3:3])[C:18]1([C:5]#[N:6])[CH2:19][CH2:20][C:15]2([O:14][CH2:13][CH2:12][O:11]2)[CH2:16][CH2:17]1.